This data is from Full USPTO retrosynthesis dataset with 1.9M reactions from patents (1976-2016). The task is: Predict the reactants needed to synthesize the given product. (1) Given the product [I:12][C:3]1[C:4]2[C:9](=[CH:8][C:7]([C:10]#[N:11])=[CH:6][CH:5]=2)[NH:1][N:2]=1, predict the reactants needed to synthesize it. The reactants are: [NH:1]1[C:9]2[C:4](=[CH:5][CH:6]=[C:7]([C:10]#[N:11])[CH:8]=2)[CH:3]=[N:2]1.[I:12]I.[OH-].[K+]. (2) The reactants are: [NH2:1][C:2]1[NH:6][N:5]=[C:4]([NH:7][C:8]2[CH:9]=[N:10][C:11]([N:14]3[CH2:19][CH2:18][O:17][CH2:16][CH2:15]3)=[CH:12][CH:13]=2)[C:3]=1[C:20]([NH2:22])=[O:21].[OH:23][C:24]1[CH:31]=[CH:30][C:27]([CH:28]=O)=[CH:26][CH:25]=1. Given the product [OH:23][C:24]1[CH:31]=[CH:30][C:27]([CH2:28][NH:1][C:2]2[NH:6][N:5]=[C:4]([NH:7][C:8]3[CH:9]=[N:10][C:11]([N:14]4[CH2:19][CH2:18][O:17][CH2:16][CH2:15]4)=[CH:12][CH:13]=3)[C:3]=2[C:20]([NH2:22])=[O:21])=[CH:26][CH:25]=1, predict the reactants needed to synthesize it. (3) Given the product [F:28][C:29]1[CH:30]=[CH:31][C:32]([S:35][C:36]2[CH:43]=[CH:42][CH:41]=[CH:40][C:37]=2/[CH:38]=[CH:10]/[C:9]([NH:8][CH:3]2[CH2:4][CH2:5][CH2:6][CH2:7][CH:2]2[OH:1])=[O:19])=[CH:33][CH:34]=1, predict the reactants needed to synthesize it. The reactants are: [OH:1][CH:2]1[CH2:7][CH2:6][CH2:5][CH2:4][CH:3]1[NH:8][C:9](=[O:19])[CH2:10]P(=O)(OCC)OCC.[Li+].CC([N-]C(C)C)C.[F:28][C:29]1[CH:34]=[CH:33][C:32]([S:35][C:36]2[CH:43]=[CH:42][CH:41]=[CH:40][C:37]=2[CH:38]=O)=[CH:31][CH:30]=1.O. (4) Given the product [CH2:6]([O:7][SH:46](=[O:48])=[O:47])[C:5]1[CH:25]=[CH:26][CH:2]=[CH:3][CH:4]=1.[CH3:1][C:2]1[CH:26]=[CH:25][C:5]([C:6]([NH:8][C:9]2[CH:14]=[C:13]([C:15]([F:16])([F:17])[F:18])[CH:12]=[C:11]([N:19]3[CH:23]=[C:22]([CH3:24])[N:21]=[CH:20]3)[CH:10]=2)=[O:7])=[CH:4][C:3]=1[NH:27][C:28]1[N:33]=[C:32]([C:34]2[CH:35]=[N:36][CH:37]=[CH:38][CH:39]=2)[CH:31]=[CH:30][N:29]=1, predict the reactants needed to synthesize it. The reactants are: [CH3:1][C:2]1[CH:26]=[CH:25][C:5]([C:6]([NH:8][C:9]2[CH:14]=[C:13]([C:15]([F:18])([F:17])[F:16])[CH:12]=[C:11]([N:19]3[CH:23]=[C:22]([CH3:24])[N:21]=[CH:20]3)[CH:10]=2)=[O:7])=[CH:4][C:3]=1[NH:27][C:28]1[N:33]=[C:32]([C:34]2[CH:35]=[N:36][CH:37]=[CH:38][CH:39]=2)[CH:31]=[CH:30][N:29]=1.C1([S:46](O)(=[O:48])=[O:47])C=CC=CC=1. (5) Given the product [N:17]1[CH:5]=[CH:4][C:3]([C:6]2([NH:9][C:10](=[O:16])[O:11][C:12]([CH3:15])([CH3:14])[CH3:13])[CH2:8][CH2:7]2)=[CH:2][N:18]=1, predict the reactants needed to synthesize it. The reactants are: O1[CH:5]=[CH:4][C:3]([C:6]2([NH:9][C:10](=[O:16])[O:11][C:12]([CH3:15])([CH3:14])[CH3:13])[CH2:8][CH2:7]2)=[CH:2]1.[N:17]#[N:18].C([O-])(O)=O.[Na+].BrN1C(=O)CCC1=O. (6) Given the product [Cl:13][C:14]1[CH:34]=[CH:33][C:17]([CH2:18][N:19]([C:20]2[CH:21]=[CH:22][C:23]([C:24]#[N:25])=[CH:26][CH:27]=2)[N:28]2[CH:29]=[N:30][N:31]=[CH:32]2)=[CH:16][C:15]=1[O:35][S:1](=[O:4])(=[O:3])[NH2:2], predict the reactants needed to synthesize it. The reactants are: [S:1](Cl)(=[O:4])(=[O:3])[NH2:2].C1(C)C=CC=CC=1.[Cl:13][C:14]1[CH:34]=[CH:33][C:17]([CH2:18][N:19]([N:28]2[CH:32]=[N:31][N:30]=[CH:29]2)[C:20]2[CH:27]=[CH:26][C:23]([C:24]#[N:25])=[CH:22][CH:21]=2)=[CH:16][C:15]=1[OH:35]. (7) Given the product [OH:17][C:18]1[CH:19]=[C:20]([CH:24]=[CH:25][C:26]=1[OH:27])[C:21]([NH:1][C:2]1[CH:7]=[CH:6][CH:5]=[CH:4][C:3]=1[C:8]1[NH:9][C:10]2[C:15]([CH:16]=1)=[CH:14][CH:13]=[CH:12][CH:11]=2)=[O:22], predict the reactants needed to synthesize it. The reactants are: [NH2:1][C:2]1[CH:7]=[CH:6][CH:5]=[CH:4][C:3]=1[C:8]1[NH:9][C:10]2[C:15]([CH:16]=1)=[CH:14][CH:13]=[CH:12][CH:11]=2.[OH:17][C:18]1[CH:19]=[C:20]([CH:24]=[CH:25][C:26]=1[OH:27])[C:21](O)=[O:22]. (8) The reactants are: [O:1]1[CH2:6][CH2:5][N:4]([C:7]2[CH:14]=[CH:13][C:10]([C:11]#[N:12])=[CH:9][C:8]=2[O:15][CH3:16])[C:3]2[CH:17]=[CH:18][CH:19]=[CH:20][C:2]1=2.[Cl:21][S:22](O)(=[O:24])=[O:23]. Given the product [C:11]([C:10]1[CH:13]=[CH:14][C:7]([N:4]2[CH2:5][CH2:6][O:1][C:2]3[CH:20]=[C:19]([S:22]([Cl:21])(=[O:24])=[O:23])[CH:18]=[CH:17][C:3]2=3)=[C:8]([O:15][CH3:16])[CH:9]=1)#[N:12], predict the reactants needed to synthesize it. (9) The reactants are: [Cl:1][C:2]1[C:3]([O:12][C:13]2[CH:18]=[C:17]([O:19][CH2:20][CH:21]3[CH2:25][CH2:24][CH2:23][O:22]3)[CH:16]=[CH:15][C:14]=2/[CH:26]=[CH:27]/[C:28]([OH:30])=O)=[N:4][CH:5]=[C:6]([C:8]([F:11])([F:10])[F:9])[CH:7]=1.Cl.C(N=C=NCCCN(C)C)C.[CH2:43]([S:48]([NH2:51])(=[O:50])=[O:49])[CH2:44][CH2:45][CH2:46][CH3:47].Cl. Given the product [Cl:1][C:2]1[C:3]([O:12][C:13]2[CH:18]=[C:17]([O:19][CH2:20][CH:21]3[CH2:25][CH2:24][CH2:23][O:22]3)[CH:16]=[CH:15][C:14]=2/[CH:26]=[CH:27]/[C:28]([NH:51][S:48]([CH2:43][CH2:44][CH2:45][CH2:46][CH3:47])(=[O:50])=[O:49])=[O:30])=[N:4][CH:5]=[C:6]([C:8]([F:10])([F:9])[F:11])[CH:7]=1, predict the reactants needed to synthesize it.